From a dataset of Reaction yield outcomes from USPTO patents with 853,638 reactions. Predict the reaction yield, written as a fraction of the theoretical maximum amount of product (1.0 means a 100% yield; for example, 0.34 means a 34% yield). (1) The reactants are [Cl:1][C:2]1(Cl)[CH2:4][CH:3]1[C:5]([O:7][C:8]([CH3:11])([CH3:10])[CH3:9])=[O:6].C([SnH](CCCC)CCCC)CCC.CC(N=NC(C#N)(C)C)(C#N)C. No catalyst specified. The product is [Cl:1][C@@H:2]1[CH2:4][C@H:3]1[C:5]([O:7][C:8]([CH3:11])([CH3:10])[CH3:9])=[O:6]. The yield is 0.260. (2) The reactants are [CH2:1]([C@H:8]([N:24]([CH2:39][C:40]1[CH:45]=[CH:44][C:43](Br)=[CH:42][CH:41]=1)[C:25](=[O:38])[CH:26]=[CH:27][C:28]1[CH:33]=[CH:32][C:31]([C:34]([F:37])([F:36])[F:35])=[CH:30][CH:29]=1)[C:9]([N:11]1[CH2:16][CH2:15][N:14]([CH2:17][C:18]2[CH:23]=[CH:22][CH:21]=[CH:20][CH:19]=2)[CH2:13][CH2:12]1)=[O:10])[C:2]1[CH:7]=[CH:6][CH:5]=[CH:4][CH:3]=1.[N:47]1[CH:52]=[CH:51][CH:50]=[C:49](B(O)O)[CH:48]=1.C(=O)([O-])[O-].[K+].[K+].C(O)(C)C. The catalyst is C1(C)C=CC=CC=1.O. The product is [CH2:1]([C@H:8]([N:24]([CH2:39][C:40]1[CH:45]=[CH:44][C:43]([C:49]2[CH:48]=[N:47][CH:52]=[CH:51][CH:50]=2)=[CH:42][CH:41]=1)[C:25](=[O:38])[CH:26]=[CH:27][C:28]1[CH:33]=[CH:32][C:31]([C:34]([F:37])([F:36])[F:35])=[CH:30][CH:29]=1)[C:9]([N:11]1[CH2:16][CH2:15][N:14]([CH2:17][C:18]2[CH:23]=[CH:22][CH:21]=[CH:20][CH:19]=2)[CH2:13][CH2:12]1)=[O:10])[C:2]1[CH:7]=[CH:6][CH:5]=[CH:4][CH:3]=1. The yield is 0.350. (3) The reactants are C([N:4]1[C:12]2[CH:11]=[C:10]3[C:13](=O)[C:14](=[O:16])[NH:15][C:9]3=[CH:8][C:7]=2[CH2:6][CH2:5]1)(=O)C.[CH:18]1[C:23]([NH:24][NH2:25])=[CH:22][CH:21]=[C:20]([S:26]([NH2:29])(=[O:28])=[O:27])[CH:19]=1.Cl.[BrH:31]. The catalyst is O.CCO. The product is [BrH:31].[O:16]=[C:14]1[NH:15][C:9]2=[CH:8][C:7]3[CH2:6][CH2:5][NH:4][C:12]=3[CH:11]=[C:10]2[C:13]1=[N:25][NH:24][C:23]1[CH:22]=[CH:21][C:20]([S:26]([NH2:29])(=[O:27])=[O:28])=[CH:19][CH:18]=1. The yield is 0.170. (4) The reactants are [CH3:1][O:2][C:3]1[CH:4]=[C:5]2[C:10](=[CH:11][C:12]=1[O:13][CH3:14])[C:9]([CH3:15])=[N:8][C:7]([OH:16])=[CH:6]2.[OH-].[K+].[CH2:19](Br)[C:20]1[CH:25]=[CH:24][CH:23]=[CH:22][CH:21]=1.C(Cl)[Cl:28]. The catalyst is C1(C)C=CC=CC=1.O.CC(O)=O. The product is [ClH:28].[CH2:19]([C:6]1[C:5]2[C:10](=[CH:11][C:12]([O:13][CH3:14])=[C:3]([O:2][CH3:1])[CH:4]=2)[C:9]([CH3:15])=[N:8][C:7]=1[OH:16])[C:20]1[CH:25]=[CH:24][CH:23]=[CH:22][CH:21]=1. The yield is 0.380. (5) The reactants are [Cl-].O[NH3+:3].[C:4](=[O:7])([O-])[OH:5].[Na+].CS(C)=O.[CH2:13]([C:17]1[N:18]=[C:19]([CH3:49])[N:20]([C:39]2[CH:48]=[CH:47][C:46]3[C:41](=[CH:42][CH:43]=[CH:44][CH:45]=3)[CH:40]=2)[C:21](=[O:38])[C:22]=1[CH2:23][C:24]1[CH:29]=[CH:28][C:27]([C:30]2[C:31]([C:36]#[N:37])=[CH:32][CH:33]=[CH:34][CH:35]=2)=[CH:26][CH:25]=1)[CH2:14][CH2:15][CH3:16]. The catalyst is O.C(OCC)(=O)C. The product is [CH2:13]([C:17]1[N:18]=[C:19]([CH3:49])[N:20]([C:39]2[CH:48]=[CH:47][C:46]3[C:41](=[CH:42][CH:43]=[CH:44][CH:45]=3)[CH:40]=2)[C:21](=[O:38])[C:22]=1[CH2:23][C:24]1[CH:25]=[CH:26][C:27]([C:30]2[CH:35]=[CH:34][CH:33]=[CH:32][C:31]=2[C:36]2[NH:3][C:4](=[O:7])[O:5][N:37]=2)=[CH:28][CH:29]=1)[CH2:14][CH2:15][CH3:16]. The yield is 0.700. (6) The reactants are [CH3:1][C:2]1[NH:3][CH:4]=[CH:5][N:6]=1.Cl.[CH3:8][NH:9][CH3:10].Cl.C=O.[OH-].[K+].[C:16](=O)([O-])[O-].[K+].[K+]. The catalyst is O. The product is [CH3:8][N:9]([CH2:16][N:3]1[CH:4]=[CH:5][N:6]=[C:2]1[CH3:1])[CH3:10]. The yield is 0.830. (7) The reactants are [CH3:1][O:2][C:3]1[N:8]=[CH:7][C:6]([C:9]2[N:39]=[CH:38][C:12]3[N:13]=[C:14]([N:24]4[CH2:29][CH2:28][N:27]([CH2:30][C:31]([O:33]C(C)(C)C)=[O:32])[CH2:26][CH2:25]4)[C:15](=[O:23])[N:16]([CH2:17][CH2:18][O:19][CH2:20][CH2:21][CH3:22])[C:11]=3[CH:10]=2)=[CH:5][CH:4]=1.FC(F)(F)C(O)=O. The catalyst is ClCCl. The product is [CH3:1][O:2][C:3]1[N:8]=[CH:7][C:6]([C:9]2[N:39]=[CH:38][C:12]3[N:13]=[C:14]([N:24]4[CH2:25][CH2:26][N:27]([CH2:30][C:31]([OH:33])=[O:32])[CH2:28][CH2:29]4)[C:15](=[O:23])[N:16]([CH2:17][CH2:18][O:19][CH2:20][CH2:21][CH3:22])[C:11]=3[CH:10]=2)=[CH:5][CH:4]=1. The yield is 0.520. (8) The reactants are [C:1]([C:3]1[CH:8]=[CH:7][C:6]([C:9]2([O:12][CH:13]([CH3:15])[CH3:14])[CH2:11][CH2:10]2)=[CH:5][C:4]=1CC)#[CH:2].[CH3:18][O:19][C:20](=[O:29])[CH2:21][C:22]1[CH:27]=[CH:26][C:25](I)=[CH:24][CH:23]=1.[CH2:30](N(CC)CC)[CH3:31]. The catalyst is [Cu]I.Cl[Pd](Cl)([P](C1C=CC=CC=1)(C1C=CC=CC=1)C1C=CC=CC=1)[P](C1C=CC=CC=1)(C1C=CC=CC=1)C1C=CC=CC=1. The product is [CH:13]([O:12][C:9]1([C:6]2[CH:5]=[CH:4][C:3]([C:1]#[C:2][C:25]3[CH:26]=[CH:27][C:22]([CH2:21][C:20]([O:19][CH3:18])=[O:29])=[CH:23][CH:24]=3)=[CH:8][C:7]=2[CH2:30][CH3:31])[CH2:10][CH2:11]1)([CH3:14])[CH3:15]. The yield is 0.700. (9) The reactants are [NH2:1][C:2]1[C:3]([C:10]([O:12][CH3:13])=[O:11])=[N:4][C:5](Br)=[C:6]([F:8])[CH:7]=1.[F:14][C:15]1[CH:20]=[C:19]([O:21][CH2:22][CH2:23][O:24][CH3:25])[CH:18]=[C:17]([F:26])[C:16]=1B1OC(C)(C)C(C)(C)O1. No catalyst specified. The product is [NH2:1][C:2]1[C:3]([C:10]([O:12][CH3:13])=[O:11])=[N:4][C:5]([C:16]2[C:17]([F:26])=[CH:18][C:19]([O:21][CH2:22][CH2:23][O:24][CH3:25])=[CH:20][C:15]=2[F:14])=[C:6]([F:8])[CH:7]=1. The yield is 0.360.